Predict the reactants needed to synthesize the given product. From a dataset of Full USPTO retrosynthesis dataset with 1.9M reactions from patents (1976-2016). Given the product [Cl:8][C:7]1[C:2]([Cl:1])=[CH:3][C:4]([CH2:9][O:10][CH2:19][O:20][CH3:21])=[CH:5][N:6]=1, predict the reactants needed to synthesize it. The reactants are: [Cl:1][C:2]1[CH:3]=[C:4]([CH2:9][OH:10])[CH:5]=[N:6][C:7]=1[Cl:8].C(N(CC)CC)C.Cl[CH2:19][O:20][CH3:21].